The task is: Predict the reactants needed to synthesize the given product.. This data is from Full USPTO retrosynthesis dataset with 1.9M reactions from patents (1976-2016). (1) Given the product [C:1]1([C:7](=[N:14][C:34]2[CH:39]=[CH:38][C:37]([C@@H:40]3[CH2:44][CH2:43][C:42](=[CH:45][C:46]([O:48][CH2:49][CH3:50])=[O:47])[CH2:41]3)=[CH:36][CH:35]=2)[C:8]2[CH:9]=[CH:10][CH:11]=[CH:12][CH:13]=2)[CH:6]=[CH:5][CH:4]=[CH:3][CH:2]=1, predict the reactants needed to synthesize it. The reactants are: [C:1]1([C:7](=[N:14]C2C=CC(C3CCCC(CC(OCC)=O)C3)=CC=2)[C:8]2[CH:13]=[CH:12][CH:11]=[CH:10][CH:9]=2)[CH:6]=[CH:5][CH:4]=[CH:3][CH:2]=1.Br[C:34]1[CH:39]=[CH:38][C:37]([C@@H:40]2[CH2:44][CH2:43][C:42](=[CH:45][C:46]([O:48][CH2:49][CH3:50])=[O:47])[CH2:41]2)=[CH:36][CH:35]=1. (2) Given the product [CH3:6][N:7]1[CH:11]=[CH:10][CH:9]=[C:8]1[C:15]([C:14]1[CH:18]=[C:19]([N+:22]([O-:24])=[O:23])[CH:20]=[CH:21][C:13]=1[Cl:12])=[O:16], predict the reactants needed to synthesize it. The reactants are: C([Li])CCC.[CH3:6][N:7]1[CH:11]=[CH:10][CH:9]=[CH:8]1.[Cl:12][C:13]1[CH:21]=[CH:20][C:19]([N+:22]([O-:24])=[O:23])=[CH:18][C:14]=1[C:15](Cl)=[O:16]. (3) Given the product [Cl:1][C:2]1[CH:3]=[CH:4][C:5](=[O:38])[N:6]([C:8]2[N:16]=[C:15]([C:40]#[N:42])[N:14]=[C:13]3[C:9]=2[N:10]([CH2:30][C@H:31]2[CH2:36][CH2:35][C@H:34]([CH3:37])[CH2:33][CH2:32]2)[C:11]([N:18]2[CH2:23][CH2:22][O:21][CH2:20][C@H:19]2[C:24]2[CH:29]=[CH:28][CH:27]=[CH:26][CH:25]=2)=[N:12]3)[CH:7]=1, predict the reactants needed to synthesize it. The reactants are: [Cl:1][C:2]1[CH:3]=[CH:4][C:5](=[O:38])[N:6]([C:8]2[N:16]=[C:15](Cl)[N:14]=[C:13]3[C:9]=2[N:10]([CH2:30][C@H:31]2[CH2:36][CH2:35][C@H:34]([CH3:37])[CH2:33][CH2:32]2)[C:11]([N:18]2[CH2:23][CH2:22][O:21][CH2:20][C@H:19]2[C:24]2[CH:29]=[CH:28][CH:27]=[CH:26][CH:25]=2)=[N:12]3)[CH:7]=1.C[C:40]([N:42](C)C)=O.